From a dataset of Forward reaction prediction with 1.9M reactions from USPTO patents (1976-2016). Predict the product of the given reaction. (1) The product is: [CH3:23][C:20]1([CH3:24])[CH2:19][O:18][CH:17]([CH2:16][NH:15][C:13]2[N:14]=[C:9]([OH:8])[CH:10]=[CH:11][C:12]=2[F:25])[CH2:22][O:21]1. Given the reactants C([O:8][C:9]1[N:14]=[C:13]([NH:15][CH2:16][CH:17]2[CH2:22][O:21][C:20]([CH3:24])([CH3:23])[CH2:19][O:18]2)[C:12]([F:25])=[CH:11][CH:10]=1)C1C=CC=CC=1, predict the reaction product. (2) Given the reactants [NH2:1][C:2]1[CH:7]=[CH:6][C:5]([C:8]([C:13]2[C:21]3[C:16](=[C:17]([NH:22][S:23]([CH3:26])(=[O:25])=[O:24])[CH:18]=[CH:19][CH:20]=3)[NH:15][CH:14]=2)([CH2:11][CH3:12])[CH2:9][CH3:10])=[CH:4][C:3]=1[OH:27].[CH2:28](OC(OCC)OCC)C, predict the reaction product. The product is: [O:27]1[C:3]2[CH:4]=[C:5]([C:8]([C:13]3[C:21]4[C:16](=[C:17]([NH:22][S:23]([CH3:26])(=[O:25])=[O:24])[CH:18]=[CH:19][CH:20]=4)[NH:15][CH:14]=3)([CH2:11][CH3:12])[CH2:9][CH3:10])[CH:6]=[CH:7][C:2]=2[N:1]=[CH:28]1. (3) Given the reactants O[C:2]1[CH:3]=[C:4]([NH:8][C:9]2[N:14]=[C:13]([NH:15][C:16]3[CH:21]=[CH:20][CH:19]=[C:18](O)[CH:17]=3)[C:12]([F:23])=[CH:11][N:10]=2)[CH:5]=[CH:6][CH:7]=1.[NH2:24][C:25]1C=C(C=CC=1)C#N.Cl[C:34]1N=C(Cl)C(F)=C[N:35]=1, predict the reaction product. The product is: [C:25]([C:2]1[CH:3]=[C:4]([NH:8][C:9]2[N:14]=[C:13]([NH:15][C:16]3[CH:21]=[CH:20][CH:19]=[C:18]([C:34]#[N:35])[CH:17]=3)[C:12]([F:23])=[CH:11][N:10]=2)[CH:5]=[CH:6][CH:7]=1)#[N:24]. (4) Given the reactants C([O:8][C:9]([CH:11]1[CH2:16][CH2:15][N:14]([S:17]([CH3:20])(=[O:19])=[O:18])[CH2:13][CH2:12]1)=[O:10])C1C=CC=CC=1, predict the reaction product. The product is: [CH3:20][S:17]([N:14]1[CH2:15][CH2:16][CH:11]([C:9]([OH:10])=[O:8])[CH2:12][CH2:13]1)(=[O:19])=[O:18]. (5) The product is: [NH2:1][C:4]1[CH:5]=[N:6][C:7]2[C:12]([C:13]=1[NH:14][CH2:15][C:16]1([NH:22][C:23](=[O:29])[O:24][C:25]([CH3:27])([CH3:26])[CH3:28])[CH2:21][CH2:20][CH2:19][CH2:18][CH2:17]1)=[CH:11][CH:10]=[CH:9][CH:8]=2. Given the reactants [N+:1]([C:4]1[CH:5]=[N:6][C:7]2[C:12]([C:13]=1[NH:14][CH2:15][C:16]1([NH:22][C:23](=[O:29])[O:24][C:25]([CH3:28])([CH3:27])[CH3:26])[CH2:21][CH2:20][CH2:19][CH2:18][CH2:17]1)=[CH:11][CH:10]=[CH:9][CH:8]=2)([O-])=O, predict the reaction product. (6) The product is: [NH2:10][C:11]([C@@H:13]1[CH2:17][CH2:16][C@H:15]([C:18]2[CH:23]=[CH:22][C:21]([O:24][CH2:2][C:3]3[CH:8]=[CH:7][CH:6]=[CH:5][C:4]=3[F:9])=[CH:20][CH:19]=2)[N:14]1[C:25]([O:27][C:28]([CH3:31])([CH3:30])[CH3:29])=[O:26])=[O:12]. Given the reactants Br[CH2:2][C:3]1[CH:8]=[CH:7][CH:6]=[CH:5][C:4]=1[F:9].[NH2:10][C:11]([C@@H:13]1[CH2:17][CH2:16][C@H:15]([C:18]2[CH:23]=[CH:22][C:21]([OH:24])=[CH:20][CH:19]=2)[N:14]1[C:25]([O:27][C:28]([CH3:31])([CH3:30])[CH3:29])=[O:26])=[O:12].C(=O)([O-])[O-].[K+].[K+].C(OCC)(=O)C, predict the reaction product. (7) Given the reactants C[O:2][C:3]([C:5]1[C:29]([F:30])=[CH:28][C:8]2[N:9]([CH:13]3[CH2:19][CH:18]4[N:20]([CH2:21][C:22]5[CH:27]=[CH:26][CH:25]=[CH:24][CH:23]=5)[CH:15]([CH2:16][CH2:17]4)[CH2:14]3)[C:10](=[O:12])[NH:11][C:7]=2[CH:6]=1)=[O:4].O.[OH-].[Li+].O, predict the reaction product. The product is: [CH2:21]([N:20]1[CH:18]2[CH2:17][CH2:16][CH:15]1[CH2:14][CH:13]([N:9]1[C:8]3[CH:28]=[C:29]([F:30])[C:5]([C:3]([OH:4])=[O:2])=[CH:6][C:7]=3[NH:11][C:10]1=[O:12])[CH2:19]2)[C:22]1[CH:27]=[CH:26][CH:25]=[CH:24][CH:23]=1. (8) Given the reactants O(C/C=C(/CC/C=C(\C)/CC/C=C(/CCC=C(C)C)\C)\C)P(OP([O-])([O-])=O)(=O)[O-].[CH3:30][C:31]([CH3:69])=[CH:32][CH2:33][CH2:34]/[C:35](/[CH3:68])=[CH:36]/[CH2:37][CH2:38]/[C:39](/[CH3:67])=[CH:40]/[CH2:41][CH2:42]/[C:43](/[CH3:66])=[CH:44]/[CH:45]=[CH:46]/[CH:47]=[C:48](\[CH3:65])/[CH2:49][CH2:50]/[CH:51]=[C:52](\[CH3:64])/[CH2:53][CH2:54]/[CH:55]=[C:56](\[CH3:63])/[CH2:57][CH2:58][CH:59]=[C:60]([CH3:62])[CH3:61].P([O-])([O-])([O-])=O.[Na+].[Na+].[Na+], predict the reaction product. The product is: [CH3:30][C:31]([CH3:69])=[CH:32][CH2:33][CH2:34]/[C:35](/[CH3:68])=[CH:36]/[CH2:37][CH2:38]/[C:39](/[CH3:67])=[CH:40]/[CH:41]=[CH:42]/[C:43](/[CH3:66])=[CH:44]/[CH:45]=[CH:46]/[CH:47]=[C:48](\[CH3:65])/[CH:49]=[CH:50]/[CH:51]=[C:52](\[CH3:64])/[CH2:53][CH2:54]/[CH:55]=[C:56](\[CH3:63])/[CH2:57][CH2:58][CH:59]=[C:60]([CH3:62])[CH3:61]. (9) Given the reactants [CH3:1][N:2]([CH3:32])[C:3]([C:5]1[N:26]([CH:27]2[CH2:31][CH2:30][CH2:29][CH2:28]2)[C:8]2[N:9]=[C:10]([NH:13][C:14]3[N:19]=[CH:18][C:17]([CH:20]4[CH2:25][CH2:24][NH:23][CH2:22][CH2:21]4)=[CH:16][CH:15]=3)[N:11]=[CH:12][C:7]=2[CH:6]=1)=[O:4].[BH-](OC(C)=O)(OC(C)=O)OC(C)=O.[Na+].ClCCl.[CH3:50][C:51]([CH3:53])=O, predict the reaction product. The product is: [CH3:1][N:2]([CH3:32])[C:3]([C:5]1[N:26]([CH:27]2[CH2:31][CH2:30][CH2:29][CH2:28]2)[C:8]2[N:9]=[C:10]([NH:13][C:14]3[N:19]=[CH:18][C:17]([CH:20]4[CH2:25][CH2:24][N:23]([CH:51]([CH3:53])[CH3:50])[CH2:22][CH2:21]4)=[CH:16][CH:15]=3)[N:11]=[CH:12][C:7]=2[CH:6]=1)=[O:4].